From a dataset of Catalyst prediction with 721,799 reactions and 888 catalyst types from USPTO. Predict which catalyst facilitates the given reaction. Reactant: [Li+].[C:2]([O:6][C:7]([N:9]1[CH2:16][C@H:15]([S:17][CH:18]2[CH2:22][CH2:21][CH2:20][CH2:19]2)[CH2:14][C@H:10]1[C:11]([O-])=[O:12])=[O:8])([CH3:5])([CH3:4])[CH3:3].CN1CCOCC1.CN(C(ON1N=NC2C=CC=NC1=2)=[N+](C)C)C.F[P-](F)(F)(F)(F)F.Cl.[Cl:55][C:56]1[CH:78]=[N:77][CH:76]=[C:75]([Cl:79])[C:57]=1[C:58]([NH:60][C:61]1[CH:74]=[CH:73][C:64]([CH2:65][C@@H:66]([C:68]([O:70][CH2:71][CH3:72])=[O:69])[NH2:67])=[CH:63][CH:62]=1)=[O:59]. Product: [C:2]([O:6][C:7]([N:9]1[CH2:16][C@H:15]([S:17][CH:18]2[CH2:19][CH2:20][CH2:21][CH2:22]2)[CH2:14][C@H:10]1[C:11]([NH:67][C@H:66]([C:68]([O:70][CH2:71][CH3:72])=[O:69])[CH2:65][C:64]1[CH:73]=[CH:74][C:61]([NH:60][C:58](=[O:59])[C:57]2[C:75]([Cl:79])=[CH:76][N:77]=[CH:78][C:56]=2[Cl:55])=[CH:62][CH:63]=1)=[O:12])=[O:8])([CH3:5])([CH3:3])[CH3:4]. The catalyst class is: 31.